Predict the product of the given reaction. From a dataset of Forward reaction prediction with 1.9M reactions from USPTO patents (1976-2016). (1) Given the reactants [OH:1][C:2]1[CH:3]=[C:4]([C:8]2[C:17]3[C:12](=[C:13]([C:18]([F:21])([F:20])[F:19])[CH:14]=[CH:15][CH:16]=3)[N:11]=[CH:10][C:9]=2[C:22]([C:24]2[CH:29]=[CH:28][CH:27]=[CH:26][CH:25]=2)=[O:23])[CH:5]=[CH:6][CH:7]=1.Br[CH2:31][C:32]1[CH:37]=[CH:36][CH:35]=[CH:34][C:33]=1[CH3:38], predict the reaction product. The product is: [CH3:31][C:32]1[CH:37]=[CH:36][CH:35]=[CH:34][C:33]=1[CH2:38][O:1][C:2]1[CH:3]=[C:4]([C:8]2[C:17]3[C:12](=[C:13]([C:18]([F:21])([F:19])[F:20])[CH:14]=[CH:15][CH:16]=3)[N:11]=[CH:10][C:9]=2[C:22]([C:24]2[CH:25]=[CH:26][CH:27]=[CH:28][CH:29]=2)=[O:23])[CH:5]=[CH:6][CH:7]=1. (2) The product is: [CH3:8][C:6]1[CH:7]=[C:2]([CH2:12][OH:13])[CH:3]=[C:4]([CH3:9])[N:5]=1. Given the reactants Br[C:2]1[CH:7]=[C:6]([CH3:8])[N:5]=[C:4]([CH3:9])[CH:3]=1.C1C[O:13][CH2:12]C1.C([Li])CCC.CCCCCC.CN(C=O)C, predict the reaction product. (3) Given the reactants [SH:1][C:2]1[NH:3][C:4]2[CH:10]=[CH:9][CH:8]=[CH:7][C:5]=2[N:6]=1.[C:11]([OH:14])(=[O:13])[CH3:12].O=[CH:16][C@@H:17]([C@H:19]([C@@H:21]([C@@H:23]([CH2:25][OH:26])[OH:24])[OH:22])[OH:20])O.[Si](OS(C(F)(F)F)(=O)=O)(C)(C)C, predict the reaction product. The product is: [C:11]([O:14][C@@H:17]1[C@@H:19]([O:20][C:11](=[O:13])[CH3:12])[C@H:21]([O:22][C:19](=[O:20])[CH3:17])[C@@H:23]([CH2:25][O:26][C:21](=[O:22])[CH3:23])[O:24][CH:16]1[N:3]1[C:4]2[CH:10]=[CH:9][CH:8]=[CH:7][C:5]=2[NH:6][C:2]1=[S:1])(=[O:13])[CH3:12]. (4) Given the reactants C(Cl)(=O)C(Cl)=O.[Cl:7][C:8]1[C:16]2[CH:15]=[C:14]([C:17]([OH:19])=O)[S:13][C:12]=2[CH:11]=[CH:10][CH:9]=1.Cl.[CH3:21][NH:22][O:23][CH3:24].C(N(CC)CC)C, predict the reaction product. The product is: [Cl:7][C:8]1[C:16]2[CH:15]=[C:14]([C:17]([N:22]([O:23][CH3:24])[CH3:21])=[O:19])[S:13][C:12]=2[CH:11]=[CH:10][CH:9]=1. (5) Given the reactants [CH3:1][CH2:2][C@H:3]1[O:18][C:16](=[O:17])[C@H:15]([CH3:19])[C@@H:14]([O:20][C@@H:21]2[O:26][C@@H:25]([CH3:27])[C@H:24]([OH:28])[C@@:23]([O:30][CH3:31])([CH3:29])[CH2:22]2)[C@H:13]([CH3:32])[C@@H:12]([O:33][C@@H:34]2[O:39][C@H:38]([CH3:40])[CH2:37][C@H:36]([N:41]([CH3:43])[CH3:42])[C@H:35]2[OH:44])[C@@:11]([O:46][CH3:47])([CH3:45])[CH2:10][C@@H:9]([CH3:48])[C:7](=[O:8])[C@H:6]([CH3:49])[C@@H:5]([OH:50])[C@@:4]1([OH:52])[CH3:51].[F:53][C:54]([F:59])([F:58])[C:55]([OH:57])=[O:56], predict the reaction product. The product is: [F:53][C:54]([F:59])([F:58])[C:55]([O-:57])=[O:56].[CH3:1][CH2:2][C@H:3]1[O:18][C:16](=[O:17])[C@H:15]([CH3:19])[C@@H:14]([O:20][C@@H:21]2[O:26][C@@H:25]([CH3:27])[C@H:24]([OH:28])[C@@:23]([O:30][CH3:31])([CH3:29])[CH2:22]2)[C@H:13]([CH3:32])[C@@H:12]([O:33][C@@H:34]2[O:39][C@H:38]([CH3:40])[CH2:37][C@H:36]([N:41]([CH3:42])[CH3:43])[C@H:35]2[OH:44])[C@@:11]([O:46][CH3:47])([CH3:45])[CH2:10][C@@H:9]([CH3:48])[C:7](=[O:8])[C@H:6]([CH3:49])[C@@H:5]([OH:50])[C@@:4]1([OH:52])[CH3:51]. (6) Given the reactants C(OC(=O)[NH:10][C:11]1[CH:16]=[CH:15][C:14]([O:17][C:18]2[CH:23]=[CH:22][N:21]=[C:20]([NH:24][C:25]([N:27]([CH3:35])[CH:28]3[CH2:33][CH2:32][N:31]([CH3:34])[CH2:30][CH2:29]3)=[O:26])[CH:19]=2)=[C:13]([F:36])[CH:12]=1)C1C=CC=CC=1.[H][H], predict the reaction product. The product is: [NH2:10][C:11]1[CH:16]=[CH:15][C:14]([O:17][C:18]2[CH:23]=[CH:22][N:21]=[C:20]([NH:24][C:25](=[O:26])[N:27]([CH3:35])[CH:28]3[CH2:29][CH2:30][N:31]([CH3:34])[CH2:32][CH2:33]3)[CH:19]=2)=[C:13]([F:36])[CH:12]=1. (7) Given the reactants [C:1]([O:5][C:6](=[O:24])[NH:7][C@@H:8]([C:12]([CH:14]1[C:19](=[O:20])OC(C)(C)OC1=O)=[O:13])[CH:9]([CH3:11])[CH3:10])([CH3:4])(C)C.[C:25](OCC)(=O)[CH3:26].CCCCCC.C(OCC)(=O)C, predict the reaction product. The product is: [CH2:1]([O:5][C:6]([N:7]1[C:19](=[O:20])[CH2:14][C:12](=[O:13])[CH:8]1[CH:9]([CH3:10])[CH3:11])=[O:24])[CH2:4][CH2:25][CH3:26]. (8) Given the reactants C[Si]([N-][Si](C)(C)C)(C)C.[K+].[Cl:11][C:12]1[CH:35]=[CH:34][C:15]([NH:16][C:17]2[C:26]3[C:21](=[CH:22][CH:23]=[CH:24][CH:25]=3)[C:20]([CH2:27][C:28]3[CH:33]=[CH:32][N:31]=[CH:30][CH:29]=3)=[N:19][N:18]=2)=[CH:14][CH:13]=1.[F:36]N1C(C)(C)C2C=CC=CC=2S1.C([O-])(O)=O.[Na+], predict the reaction product. The product is: [Cl:11][C:12]1[CH:13]=[CH:14][C:15]([NH:16][C:17]2[C:26]3[C:21](=[CH:22][CH:23]=[CH:24][CH:25]=3)[C:20]([CH:27]([C:28]3[CH:33]=[CH:32][N:31]=[CH:30][CH:29]=3)[F:36])=[N:19][N:18]=2)=[CH:34][CH:35]=1. (9) Given the reactants [NH:1]1[CH:5]=[C:4]([CH:6]=[O:7])[CH:3]=[N:2]1.Br[CH2:9][CH2:10][N:11]1[C:19](=[O:20])[C:18]2[C:13](=[CH:14][CH:15]=[CH:16][CH:17]=2)[C:12]1=[O:21].C([O-])([O-])=O.[Cs+].[Cs+], predict the reaction product. The product is: [O:21]=[C:12]1[C:13]2[C:18](=[CH:17][CH:16]=[CH:15][CH:14]=2)[C:19](=[O:20])[N:11]1[CH2:10][CH2:9][N:1]1[CH:5]=[C:4]([CH:6]=[O:7])[CH:3]=[N:2]1. (10) Given the reactants [N:1]1[CH:6]=[CH:5][C:4](=[O:7])[NH:3][CH:2]=1.[F:8][C:9]([F:19])([F:18])[C:10]1[CH:17]=[CH:16][C:13]([CH2:14]N)=[CH:12][CH:11]=1.Cl.C1([C:27](=[NH:31])[O:28]CC)CCCCC1.C(N(CC)C(C)C)(C)C.C(OCC)(=O)[CH2:42][C:43]([O:45]CC)=[O:44].N12CCCN=[C:58]1[CH2:57][CH2:56][CH2:55][CH2:54][CH2:53]2.C(O)(=[O:65])C, predict the reaction product. The product is: [CH:53]1([C:2]2[N:1]([CH2:14][C:13]3[CH:16]=[CH:17][C:10]([C:9]([F:19])([F:18])[F:8])=[CH:11][CH:12]=3)[C:6](=[O:65])[C:5]([C:27]([NH:31][CH2:42][C:43]([OH:45])=[O:44])=[O:28])=[C:4]([OH:7])[N:3]=2)[CH2:54][CH2:55][CH2:56][CH2:57][CH2:58]1.